The task is: Predict the reactants needed to synthesize the given product.. This data is from Full USPTO retrosynthesis dataset with 1.9M reactions from patents (1976-2016). (1) Given the product [NH2:7][C:8]1([C:12]2[CH:13]=[CH:14][C:15]([C:18]3[C:27](=[O:28])[C:26]4[C:21](=[CH:22][CH:23]=[C:24]([N:37]5[CH:41]=[CH:40][N:39]=[CH:38]5)[CH:25]=4)[O:20][C:19]=3[C:30]3[CH:35]=[CH:34][CH:33]=[CH:32][CH:31]=3)=[CH:16][CH:17]=2)[CH2:9][CH2:10][CH2:11]1, predict the reactants needed to synthesize it. The reactants are: C(OC(=O)[NH:7][C:8]1([C:12]2[CH:17]=[CH:16][C:15]([C:18]3[C:27](=[O:28])[C:26]4[C:21](=[CH:22][CH:23]=[C:24](Br)[CH:25]=4)[O:20][C:19]=3[C:30]3[CH:35]=[CH:34][CH:33]=[CH:32][CH:31]=3)=[CH:14][CH:13]=2)[CH2:11][CH2:10][CH2:9]1)(C)(C)C.[NH:37]1[CH:41]=[CH:40][N:39]=[CH:38]1.C(=O)([O-])[O-].[Cs+].[Cs+]. (2) Given the product [CH3:15][O:14][CH2:13][CH2:12][O:11][C:9]1[CH:10]=[C:5]2[C:6](=[CH:7][C:8]=1[O:16][CH2:17][CH2:18][O:19][CH3:20])[N:21]=[CH:25][NH:28][C:4]2=[O:3], predict the reactants needed to synthesize it. The reactants are: C([O:3][C:4](=O)[C:5]1[CH:10]=[C:9]([O:11][CH2:12][CH2:13][O:14][CH3:15])[C:8]([O:16][CH2:17][CH2:18][O:19][CH3:20])=[CH:7][C:6]=1[N+:21]([O-])=O)C.[CH:25]([O-])=O.[NH4+:28]. (3) Given the product [CH3:21][NH:22][CH:14]1[CH2:15][CH2:16][N:11]([C:8]2[CH:9]=[CH:10][N:5]=[CH:6][CH:7]=2)[CH2:12][CH2:13]1, predict the reactants needed to synthesize it. The reactants are: C(O)(=O)C.[N:5]1[CH:10]=[CH:9][C:8]([N:11]2[CH2:16][CH2:15][C:14](=O)[CH2:13][CH2:12]2)=[CH:7][CH:6]=1.Cl.CN.[C:21]([BH3-])#[N:22].[Na+]. (4) Given the product [CH3:1][NH:2][C@H:3]([C:14]([OH:16])=[O:15])[C:4]([CH3:13])([CH2:6][C:7]1[CH:12]=[CH:11][CH:10]=[CH:9][CH:8]=1)[CH3:5].[CH2:23]([O:22][C:20](=[O:21])/[C:19](/[CH3:18])=[CH:25]/[C@@H:26]([N:30]([CH3:39])[C:31](=[O:38])[C@H:32]([C:34]([CH3:37])([CH3:36])[CH3:35])[NH2:33])[CH:27]([CH3:28])[CH3:29])[CH3:24], predict the reactants needed to synthesize it. The reactants are: [CH3:1][NH:2][C@H:3]([C:14]([OH:16])=[O:15])[C:4]([CH3:13])([CH2:6][C:7]1[CH:12]=[CH:11][CH:10]=[CH:9][CH:8]=1)[CH3:5].Cl.[CH3:18]/[C:19](=[CH:25]\[C@@H:26]([N:30]([CH3:39])[C:31](=[O:38])[C@H:32]([C:34]([CH3:37])([CH3:36])[CH3:35])[NH2:33])[CH:27]([CH3:29])[CH3:28])/[C:20]([O:22][CH2:23][CH3:24])=[O:21].CCN(C(C)C)C(C)C.F[P-](F)(F)(F)(F)F.N1(O[P+](N2CCCC2)(N2CCCC2)N2CCCC2)C2C=CC=CC=2N=N1. (5) The reactants are: [F:1][C:2]1[N:7]=[C:6]([C:8]2[CH:13]=[CH:12][N:11]=[C:10]3[NH:14][C:15]([C:17]4[CH2:22][CH2:21][N:20](C(OC(C)(C)C)=O)[CH2:19][CH:18]=4)=[CH:16][C:9]=23)[CH:5]=[CH:4][CH:3]=1.[ClH:30].O1CCOCC1. Given the product [F:1][C:2]1[N:7]=[C:6]([C:8]2[CH:13]=[CH:12][N:11]=[C:10]3[NH:14][C:15]([C:17]4[CH2:22][CH2:21][NH:20][CH2:19][CH:18]=4)=[CH:16][C:9]=23)[CH:5]=[CH:4][CH:3]=1.[ClH:30], predict the reactants needed to synthesize it. (6) Given the product [Cl:1][C:2]1[CH:3]=[CH:4][C:5]([O:10][CH2:9][C:8]([N:22]2[CH2:23][CH2:24][N:19]([CH2:18][C:17]3[CH:26]=[CH:27][C:14]([F:13])=[CH:15][CH:16]=3)[CH2:20][C@H:21]2[CH3:25])=[O:11])=[C:6]([OH:7])[CH:12]=1, predict the reactants needed to synthesize it. The reactants are: [Cl:1][C:2]1[CH:3]=[CH:4][C:5]2[O:10][CH2:9][C:8](=[O:11])[O:7][C:6]=2[CH:12]=1.[F:13][C:14]1[CH:27]=[CH:26][C:17]([CH2:18][N:19]2[CH2:24][CH2:23][NH:22][C@H:21]([CH3:25])[CH2:20]2)=[CH:16][CH:15]=1. (7) Given the product [NH:8]1[C:3]2[CH:4]=[CH:5][CH:6]=[CH:7][C:2]=2[N:1]=[C:9]1[C:11]1[C:12]([CH3:36])=[C:13]2[C:18]([NH:19][C:20]3[CH:25]=[CH:24][C:23]([O:26][C:27]4[CH:32]=[CH:31][CH:30]=[CH:29][CH:28]=4)=[CH:22][CH:21]=3)=[C:17]([C:33]#[N:34])[CH:16]=[N:15][N:14]2[CH:35]=1, predict the reactants needed to synthesize it. The reactants are: [NH2:1][C:2]1[CH:7]=[CH:6][CH:5]=[CH:4][C:3]=1[NH:8][C:9]([C:11]1[C:12]([CH3:36])=[C:13]2[C:18]([NH:19][C:20]3[CH:25]=[CH:24][C:23]([O:26][C:27]4[CH:32]=[CH:31][CH:30]=[CH:29][CH:28]=4)=[CH:22][CH:21]=3)=[C:17]([C:33]#[N:34])[CH:16]=[N:15][N:14]2[CH:35]=1)=O.C12(CS(O)(=O)=O)C(C)(C)C(CC1)CC2=O.